From a dataset of Forward reaction prediction with 1.9M reactions from USPTO patents (1976-2016). Predict the product of the given reaction. The product is: [CH3:13][N:14]1[CH2:20][CH2:19][CH2:18][N:17]([C:2]2[CH:7]=[CH:6][C:5]([N+:8]([O-:10])=[O:9])=[C:4]([O:11][CH3:12])[CH:3]=2)[CH2:16][CH2:15]1. Given the reactants F[C:2]1[CH:7]=[CH:6][C:5]([N+:8]([O-:10])=[O:9])=[C:4]([O:11][CH3:12])[CH:3]=1.[CH3:13][N:14]1[CH2:20][CH2:19][CH2:18][NH:17][CH2:16][CH2:15]1.C(=O)([O-])[O-].[K+].[K+], predict the reaction product.